Task: Predict the product of the given reaction.. Dataset: Forward reaction prediction with 1.9M reactions from USPTO patents (1976-2016) (1) Given the reactants CS(O[CH2:6][CH2:7][S:8][CH2:9][C:10]#[C:11][C:12]1[S:13][CH:14]=[CH:15][CH:16]=1)(=O)=O.[C:17]([NH2:21])([CH3:20])([CH3:19])[CH3:18], predict the reaction product. The product is: [CH3:18][C:17]([NH:21][CH2:6][CH2:7][S:8][CH2:9][C:10]#[C:11][C:12]1[S:13][CH:14]=[CH:15][CH:16]=1)([CH3:20])[CH3:19]. (2) Given the reactants [CH3:1][NH2:2].F[C:4]1[CH:5]=[C:6]([O:13][CH3:14])[CH:7]=[CH:8][C:9]=1[N+:10]([O-:12])=[O:11].C(=O)([O-])[O-].[K+].[K+].O, predict the reaction product. The product is: [CH3:14][O:13][C:6]1[CH:7]=[CH:8][C:9]([N+:10]([O-:12])=[O:11])=[C:4]([NH:2][CH3:1])[CH:5]=1. (3) Given the reactants [O:1]=[C:2]1[CH:6]=[C:5]([C@@H:7]2[CH2:12][CH2:11][N:10](C(OC)=O)[C@H:9]([C:17]3[CH:22]=[CH:21][C:20]([C:23]([F:26])([F:25])[F:24])=[CH:19][CH:18]=3)[CH2:8]2)[O:4][NH:3]1.Br, predict the reaction product. The product is: [F:26][C:23]([F:24])([F:25])[C:20]1[CH:19]=[CH:18][C:17]([C@@H:9]2[CH2:8][C@H:7]([C:5]3[O:4][NH:3][C:2](=[O:1])[CH:6]=3)[CH2:12][CH2:11][NH:10]2)=[CH:22][CH:21]=1.